This data is from Catalyst prediction with 721,799 reactions and 888 catalyst types from USPTO. The task is: Predict which catalyst facilitates the given reaction. (1) Reactant: [C:1]([O:5][C:6]([N:8]1[CH:15]2[CH:11]([C:12]([C:16]#[CH:17])=[N:13][O:14]2)[CH2:10][CH2:9]1)=[O:7])([CH3:4])([CH3:3])[CH3:2].[C:18]([O-])(=O)[CH3:19].[Na+].O. Product: [C:1]([O:5][C:6]([N:8]1[CH:15]2[CH:11]([C:12]([C:16]#[C:17][C:9]3[CH:10]=[CH:11][CH:12]=[C:18]([CH3:19])[N:8]=3)=[N:13][O:14]2)[CH2:10][CH2:9]1)=[O:7])([CH3:4])([CH3:3])[CH3:2]. The catalyst class is: 427. (2) Reactant: CCN(C(C)C)C(C)C.[F:10][C:11]([F:28])([F:27])[O:12][C:13]1[CH:14]=[CH:15][CH:16]=[C:17]2[C:22]=1[O:21][C:20](=[O:23])[C:19]([C:24]([OH:26])=O)=[CH:18]2.CN(C(ON1N=NC2C=CC=NC1=2)=[N+](C)C)C.F[P-](F)(F)(F)(F)F.[CH2:53]([O:55][C:56]1[C:61]([C:62]2[CH:63]=[C:64]([NH2:68])[CH:65]=[CH:66][CH:67]=2)=[CH:60][CH:59]=[CH:58][N:57]=1)[CH3:54]. Product: [CH2:53]([O:55][C:56]1[C:61]([C:62]2[CH:63]=[C:64]([NH:68][C:24]([C:19]3[C:20](=[O:23])[O:21][C:22]4[C:17]([CH:18]=3)=[CH:16][CH:15]=[CH:14][C:13]=4[O:12][C:11]([F:10])([F:28])[F:27])=[O:26])[CH:65]=[CH:66][CH:67]=2)=[CH:60][CH:59]=[CH:58][N:57]=1)[CH3:54]. The catalyst class is: 3. (3) Reactant: C(N(CC)CC)C.[Si:8]([O:15][C@@H:16]([CH3:37])[C@@H:17]([OH:36])[CH2:18][CH2:19][C:20]1[C:25]2[N:26]=[C:27]([C:29]3[CH:34]=[CH:33][C:32]([Cl:35])=[CH:31][CH:30]=3)[O:28][C:24]=2[CH:23]=[CH:22][CH:21]=1)([C:11]([CH3:14])([CH3:13])[CH3:12])([CH3:10])[CH3:9].[CH3:38][S:39](Cl)(=[O:41])=[O:40]. Product: [CH3:38][S:39]([O:36][C@H:17]([C@@H:16]([O:15][Si:8]([C:11]([CH3:14])([CH3:12])[CH3:13])([CH3:10])[CH3:9])[CH3:37])[CH2:18][CH2:19][C:20]1[C:25]2[N:26]=[C:27]([C:29]3[CH:30]=[CH:31][C:32]([Cl:35])=[CH:33][CH:34]=3)[O:28][C:24]=2[CH:23]=[CH:22][CH:21]=1)(=[O:41])=[O:40]. The catalyst class is: 4. (4) The catalyst class is: 15. Product: [Br:1][C:2]1[CH:8]=[CH:7][C:5]([N:6]2[C:13](=[O:14])[CH:12]=[CH:11][C:10]2=[O:15])=[CH:4][C:3]=1[CH3:9]. Reactant: [Br:1][C:2]1[CH:8]=[CH:7][C:5]([NH2:6])=[CH:4][C:3]=1[CH3:9].[C:10]1(=O)[O:15][C:13](=[O:14])[CH:12]=[CH:11]1. (5) Reactant: [CH3:1][O:2][C:3]1[CH:4]=[C:5]([C:9]#[C:10][C:11]2[CH:27]=[CH:26][C:14]3[S:15][C:16]([C:19]4[CH:24]=[CH:23][N:22]=[C:21]([NH2:25])[N:20]=4)=[C:17]([CH3:18])[C:13]=3[CH:12]=2)[CH:6]=[CH:7][CH:8]=1. Product: [CH3:1][O:2][C:3]1[CH:4]=[C:5]([CH:6]=[CH:7][CH:8]=1)[CH2:9][CH2:10][C:11]1[CH:27]=[CH:26][C:14]2[S:15][C:16]([C:19]3[CH:24]=[CH:23][N:22]=[C:21]([NH2:25])[N:20]=3)=[C:17]([CH3:18])[C:13]=2[CH:12]=1. The catalyst class is: 43. (6) Product: [Cl:17][C:3](=[N:2][OH:1])[CH:4]1[CH2:9][CH2:8][N:7]([C:10]([O:12][C:13]([CH3:16])([CH3:15])[CH3:14])=[O:11])[CH2:6][CH2:5]1. Reactant: [OH:1][N:2]=[CH:3][CH:4]1[CH2:9][CH2:8][N:7]([C:10]([O:12][C:13]([CH3:16])([CH3:15])[CH3:14])=[O:11])[CH2:6][CH2:5]1.[Cl:17]N1C(=O)CCC1=O. The catalyst class is: 163. (7) Reactant: Cl[C:2]1[N:11]=[C:10]([N:12]2[CH2:17][CH2:16][CH2:15][C@@H:14]([NH:18][C:19](=[O:21])[CH3:20])[CH2:13]2)[C:9]2[C:4](=[CH:5][CH:6]=[CH:7][C:8]=2[CH3:22])[N:3]=1.[NH2:23][C:24]1[CH:25]=[C:26]([CH:29]=[C:30]([NH2:32])[CH:31]=1)[C:27]#[N:28].C(N(C(C)C)CC)(C)C. Product: [NH2:23][C:24]1[CH:31]=[C:30]([NH:32][C:2]2[N:11]=[C:10]([N:12]3[CH2:17][CH2:16][CH2:15][C@@H:14]([NH:18][C:19](=[O:21])[CH3:20])[CH2:13]3)[C:9]3[C:4](=[CH:5][CH:6]=[CH:7][C:8]=3[CH3:22])[N:3]=2)[CH:29]=[C:26]([C:27]#[N:28])[CH:25]=1. The catalyst class is: 107.